Dataset: Reaction yield outcomes from USPTO patents with 853,638 reactions. Task: Predict the reaction yield, written as a fraction of the theoretical maximum amount of product (1.0 means a 100% yield; for example, 0.34 means a 34% yield). (1) The reactants are [CH:1]1([N:5]2[CH2:10][CH2:9][N:8](C(OC(C)(C)C)=O)[CH2:7][CH2:6]2)[CH2:4][CH2:3][CH2:2]1.[ClH:18]. The catalyst is CO. The product is [ClH:18].[CH:1]1([N:5]2[CH2:10][CH2:9][NH:8][CH2:7][CH2:6]2)[CH2:4][CH2:3][CH2:2]1. The yield is 0.820. (2) No catalyst specified. The reactants are C([O:5][NH:6][C:7]([C:9]1[C:14]([NH:15][C:16]2[CH:21]=[CH:20][C:19]([Br:22])=[CH:18][C:17]=2[F:23])=[C:13]([F:24])[C:12](=[O:25])[N:11]([CH3:26])[CH:10]=1)=[O:8])(C)(C)C.C(O)(C(F)(F)F)=O. The yield is 0.330. The product is [OH:5][NH:6][C:7]([C:9]1[C:14]([NH:15][C:16]2[CH:21]=[CH:20][C:19]([Br:22])=[CH:18][C:17]=2[F:23])=[C:13]([F:24])[C:12](=[O:25])[N:11]([CH3:26])[CH:10]=1)=[O:8]. (3) The reactants are C(=O)([O-])[O-].[Cs+].[Cs+].CO[C:9]1[CH:10]=[C:11]([CH:14]=[CH:15][C:16]=1[N+]([O-])=O)[CH2:12][OH:13].[CH2:20](Br)[C:21]1[CH:26]=[CH:25][CH:24]=[CH:23][CH:22]=1. The catalyst is C(OCC)C. The product is [CH2:12]([O:13][CH2:20][C:21]1[CH:26]=[CH:25][CH:24]=[CH:23][CH:22]=1)[C:11]1[CH:14]=[CH:15][CH:16]=[CH:9][CH:10]=1. The yield is 0.840. (4) The reactants are [C:1](Cl)(=[O:8])[C:2]1[CH:7]=[CH:6][CH:5]=[CH:4][CH:3]=1.[Cl:10][CH2:11][C:12](=[N:14]O)[NH2:13]. The catalyst is C(Cl)Cl.O. The product is [Cl:10][CH2:11][C:12]1[N:14]=[C:1]([C:2]2[CH:7]=[CH:6][CH:5]=[CH:4][CH:3]=2)[O:8][N:13]=1. The yield is 0.448. (5) The reactants are C([NH:4][C:5]1[C:6]([N+:15]([O-:17])=[O:16])=[C:7]([CH:11]=[CH:12][C:13]=1[CH3:14])[C:8]([OH:10])=[O:9])(=O)C.Cl. The catalyst is O1CCOCC1. The product is [NH2:4][C:5]1[C:6]([N+:15]([O-:17])=[O:16])=[C:7]([CH:11]=[CH:12][C:13]=1[CH3:14])[C:8]([OH:10])=[O:9]. The yield is 0.840. (6) The reactants are [H-].[Al+3].[Li+].[H-].[H-].[H-].[C:7]12([Si:17](Cl)(Cl)Cl)[CH2:16][CH:11]3[CH2:12][CH:13]([CH2:15][CH:9]([CH2:10]3)[CH2:8]1)[CH2:14]2. The catalyst is CCOCC. The product is [C:7]12([SiH3:17])[CH2:14][CH:13]3[CH2:12][CH:11]([CH2:10][CH:9]([CH2:15]3)[CH2:8]1)[CH2:16]2. The yield is 0.700. (7) The reactants are [NH2:1][C:2]1[CH:3]=[C:4]([C:8]#[C:9][C:10]2[CH:11]=[N:12][C:13]([NH2:16])=[N:14][CH:15]=2)[CH:5]=[CH:6][CH:7]=1.[F:17][C:18]1[CH:23]=[CH:22][C:21]([C:24]([F:27])([F:26])[F:25])=[CH:20][C:19]=1[N:28]=[C:29]=[O:30]. The catalyst is C1COCC1. The product is [NH2:16][C:13]1[N:12]=[CH:11][C:10]([C:9]#[C:8][C:4]2[CH:3]=[C:2]([NH:1][C:29]([NH:28][C:19]3[CH:20]=[C:21]([C:24]([F:25])([F:27])[F:26])[CH:22]=[CH:23][C:18]=3[F:17])=[O:30])[CH:7]=[CH:6][CH:5]=2)=[CH:15][N:14]=1. The yield is 0.800. (8) The reactants are [Br:1][C:2]1[C:3]2[CH:10]=[CH:9][CH:8]=[CH:7][C:4]=2[S:5][CH:6]=1.[N+:11]([O-])([OH:13])=[O:12]. The catalyst is C(O)(=O)C. The product is [Br:1][C:2]1[C:3]2[CH:10]=[CH:9][CH:8]=[CH:7][C:4]=2[S:5][C:6]=1[N+:11]([O-:13])=[O:12]. The yield is 0.720.